From a dataset of Full USPTO retrosynthesis dataset with 1.9M reactions from patents (1976-2016). Predict the reactants needed to synthesize the given product. (1) Given the product [CH2:7]([NH:10][C:11]([N:18]1[C:14]([CH3:13])=[CH:15][C:16]([O:19][C:20]2[CH:25]=[CH:24][C:23]([N+:26]([O-:28])=[O:27])=[CH:22][C:21]=2[C:29]([F:30])([F:31])[F:32])=[N:17]1)=[O:12])[CH2:8][CH3:9], predict the reactants needed to synthesize it. The reactants are: C(=O)([O-])[O-].[K+].[K+].[CH2:7]([N:10]=[C:11]=[O:12])[CH2:8][CH3:9].[CH3:13][C:14]1[NH:18][N:17]=[C:16]([O:19][C:20]2[CH:25]=[CH:24][C:23]([N+:26]([O-:28])=[O:27])=[CH:22][C:21]=2[C:29]([F:32])([F:31])[F:30])[CH:15]=1.Cl. (2) Given the product [CH2:8]([N:10]([CH2:19][CH3:20])[C:11]1[CH:18]=[CH:17][C:14]([CH:15]([NH:7][C:1](=[O:6])[CH2:2][CH2:3][CH2:4][CH3:5])[NH:7][C:1](=[O:6])[CH2:2][CH2:3][CH2:4][CH3:5])=[CH:13][CH:12]=1)[CH3:9], predict the reactants needed to synthesize it. The reactants are: [C:1]([NH2:7])(=[O:6])[CH2:2][CH2:3][CH2:4][CH3:5].[CH2:8]([N:10]([CH2:19][CH3:20])[C:11]1[CH:18]=[CH:17][C:14]([CH:15]=O)=[CH:13][CH:12]=1)[CH3:9]. (3) The reactants are: [Cl:1][C:2]1[C:10]2[N:6]([C:7]([CH2:14][CH2:15][O:16][CH3:17])=[CH:8][C:9]=2[C:11]([OH:13])=O)[CH:5]=[CH:4][CH:3]=1.CCN=C=NCCCN(C)C.C1C=CC2N(O)N=NC=2C=1.[CH:39]1([CH2:46][NH2:47])[CH2:45][CH2:44][CH2:43][CH2:42][CH2:41][CH2:40]1. Given the product [Cl:1][C:2]1[C:10]2[N:6]([C:7]([CH2:14][CH2:15][O:16][CH3:17])=[CH:8][C:9]=2[C:11]([NH:47][CH2:46][CH:39]2[CH2:45][CH2:44][CH2:43][CH2:42][CH2:41][CH2:40]2)=[O:13])[CH:5]=[CH:4][CH:3]=1, predict the reactants needed to synthesize it. (4) Given the product [NH2:25][C:26]1[N:33]=[CH:32][C:31]([C:13]#[C:12][C:11]2[CH:10]=[N:9][N:8]3[C:3]([CH:2]([F:1])[F:24])=[CH:4][C:5]([C:14]4[CH:19]=[CH:18][C:17]([C:20]([F:23])([F:22])[F:21])=[CH:16][CH:15]=4)=[N:6][C:7]=23)=[CH:30][C:27]=1[C:28]#[N:29], predict the reactants needed to synthesize it. The reactants are: [F:1][CH:2]([F:24])[C:3]1[N:8]2[N:9]=[CH:10][C:11]([C:12]#[CH:13])=[C:7]2[N:6]=[C:5]([C:14]2[CH:19]=[CH:18][C:17]([C:20]([F:23])([F:22])[F:21])=[CH:16][CH:15]=2)[CH:4]=1.[NH2:25][C:26]1[N:33]=[CH:32][C:31](Br)=[CH:30][C:27]=1[C:28]#[N:29]. (5) Given the product [Cl:1][C:2]1[CH:11]=[CH:10][C:9]([C:12]2[CH:17]=[CH:16][CH:15]=[C:14]([CH2:18][CH:19]([F:21])[F:20])[N:13]=2)=[CH:8][C:3]=1[C:4]([O:6][CH3:7])=[O:5], predict the reactants needed to synthesize it. The reactants are: [Cl:1][C:2]1[CH:11]=[CH:10][C:9]([C:12]2[CH:17]=[CH:16][CH:15]=[C:14]([CH:18]=[C:19]([F:21])[F:20])[N:13]=2)=[CH:8][C:3]=1[C:4]([O:6][CH3:7])=[O:5].[H][H]. (6) The reactants are: [CH:1]1(B(O)O)[CH2:3][CH2:2]1.[Br:7][C:8]1[CH:13]=[CH:12][C:11]([Cl:14])=[CH:10][C:9]=1I.P([O-])([O-])([O-])=O.[K+].[K+].[K+]. Given the product [Br:7][C:8]1[CH:13]=[CH:12][C:11]([Cl:14])=[CH:10][C:9]=1[CH:1]1[CH2:3][CH2:2]1, predict the reactants needed to synthesize it.